Dataset: Full USPTO retrosynthesis dataset with 1.9M reactions from patents (1976-2016). Task: Predict the reactants needed to synthesize the given product. (1) Given the product [Cl:10][C:4]1[CH:3]=[C:2]([NH:1][C:14]([CH:15]2[CH2:16][CH2:17][CH:11]2[C:12]([OH:19])=[O:13])=[O:18])[CH:9]=[CH:8][C:5]=1[C:6]#[N:7], predict the reactants needed to synthesize it. The reactants are: [NH2:1][C:2]1[CH:9]=[CH:8][C:5]([C:6]#[N:7])=[C:4]([Cl:10])[CH:3]=1.[CH:11]12[CH2:17][CH2:16][CH:15]1[C:14](=[O:18])[O:13][C:12]2=[O:19]. (2) Given the product [Cl:1][C:2]1[CH:7]=[C:6]([CH2:8][C:9]2[C:14](=[O:15])[N:13]([C:35]3[CH:36]=[CH:37][C:32]([O:31][CH:28]([CH3:30])[CH3:29])=[CH:33][CH:34]=3)[C:12]([CH3:16])=[N:11][C:10]=2[CH2:17][CH2:18][CH3:19])[CH:5]=[CH:4][C:3]=1[C:20]1[CH:25]=[CH:24][CH:23]=[CH:22][C:21]=1[C:26]1[NH:43][C:54](=[O:56])[O:57][N:27]=1, predict the reactants needed to synthesize it. The reactants are: [Cl:1][C:2]1[CH:7]=[C:6]([CH2:8][C:9]2[C:14](=[O:15])[NH:13][C:12]([CH3:16])=[N:11][C:10]=2[CH2:17][CH2:18][CH3:19])[CH:5]=[CH:4][C:3]=1[C:20]1[C:21]([C:26]#[N:27])=[CH:22][CH:23]=[CH:24][CH:25]=1.[CH:28]([O:31][C:32]1[CH:37]=[CH:36][C:35](B(O)O)=[CH:34][CH:33]=1)([CH3:30])[CH3:29].C([N:43](CC)CC)C.N1C=CC=CC=1.[C:54]([O:57]CC)(=[O:56])C. (3) Given the product [NH2:1][C:2]1[S:3][C:4]2[CH:10]=[CH:9][C:8]([C:11]([C:19]3[C:20]4[C:25](=[C:24]([NH:26][S:27]([CH3:30])(=[O:28])=[O:29])[CH:23]=[CH:22][CH:21]=4)[NH:17][CH:18]=3)([CH2:14][CH3:15])[CH2:12][CH3:13])=[CH:7][C:5]=2[N:6]=1, predict the reactants needed to synthesize it. The reactants are: [NH2:1][C:2]1[S:3][C:4]2[CH:10]=[CH:9][C:8]([C:11](O)([CH2:14][CH3:15])[CH2:12][CH3:13])=[CH:7][C:5]=2[N:6]=1.[NH:17]1[C:25]2[C:20](=[CH:21][CH:22]=[CH:23][C:24]=2[NH:26][S:27]([CH3:30])(=[O:29])=[O:28])[CH:19]=[CH:18]1.C(O)(C(F)(F)F)=O. (4) Given the product [C:14]1([NH:13][C:11]2[O:12][C:8]([C:3]3[CH:4]=[CH:5][CH:6]=[CH:7][C:2]=3[S:79][CH2:78][C:75]3[CH:76]=[CH:77][N:72]=[CH:73][CH:74]=3)=[N:9][N:10]=2)[CH:19]=[CH:18][CH:17]=[CH:16][CH:15]=1, predict the reactants needed to synthesize it. The reactants are: Br[C:2]1[CH:7]=[CH:6][CH:5]=[CH:4][C:3]=1[C:8]1[O:12][C:11]([NH:13][C:14]2[CH:19]=[CH:18][CH:17]=[CH:16][CH:15]=2)=[N:10][N:9]=1.CC1(C)C2C(=C(P(C3C=CC=CC=3)C3C=CC=CC=3)C=CC=2)OC2C(P(C3C=CC=CC=3)C3C=CC=CC=3)=CC=CC1=2.C(N(C(C)C)CC)(C)C.Cl.[N:72]1[CH:77]=[CH:76][C:75]([CH2:78][SH:79])=[CH:74][CH:73]=1. (5) Given the product [CH3:20][O:12][C:11](=[O:13])[CH2:10][CH2:9][CH2:8][C:5]1[CH:4]=[CH:3][C:2]([OH:1])=[CH:7][CH:6]=1, predict the reactants needed to synthesize it. The reactants are: [OH:1][C:2]1[CH:7]=[CH:6][C:5]([CH2:8][CH2:9][CH2:10][C:11]([OH:13])=[O:12])=[CH:4][CH:3]=1.S(=O)(=O)(O)O.O.[CH3:20]O. (6) The reactants are: FC(F)(F)C(O)=O.[OH:8][C:9]1[CH:36]=[CH:35][C:34]([C:37]2[O:38][CH:39]=[N:40][N:41]=2)=[CH:33][C:10]=1[C:11]([NH:13][C:14]1[CH:26]=[C:25]([C:27]2[CH:32]=[CH:31][CH:30]=[CH:29][CH:28]=2)[CH:24]=[CH:23][C:15]=1[C:16]([O:18]C(C)(C)C)=[O:17])=[O:12]. Given the product [OH:8][C:9]1[CH:36]=[CH:35][C:34]([C:37]2[O:38][CH:39]=[N:40][N:41]=2)=[CH:33][C:10]=1[C:11]([NH:13][C:14]1[CH:26]=[C:25]([C:27]2[CH:28]=[CH:29][CH:30]=[CH:31][CH:32]=2)[CH:24]=[CH:23][C:15]=1[C:16]([OH:18])=[O:17])=[O:12], predict the reactants needed to synthesize it. (7) The reactants are: [CH2:1]([S:3][C:4]1[C:9]([NH:10][C:11](=[O:19])OC2C=CC=CC=2)=[C:8]([S:20][CH2:21][CH3:22])[CH:7]=[C:6]([CH3:23])[N:5]=1)[CH3:2].C(N(CC)CC)C.[CH2:31]([NH:38][CH2:39][CH2:40][N:41]1[CH2:46][CH2:45][N:44]([CH2:47][CH2:48][OH:49])[CH2:43][CH2:42]1)[CH2:32][CH2:33][CH2:34][CH2:35][CH2:36][CH3:37]. Given the product [CH2:1]([S:3][C:4]1[C:9]([NH:10][C:11](=[O:19])[N:38]([CH2:31][CH2:32][CH2:33][CH2:34][CH2:35][CH2:36][CH3:37])[CH2:39][CH2:40][N:41]2[CH2:46][CH2:45][N:44]([CH2:47][CH2:48][OH:49])[CH2:43][CH2:42]2)=[C:8]([S:20][CH2:21][CH3:22])[CH:7]=[C:6]([CH3:23])[N:5]=1)[CH3:2], predict the reactants needed to synthesize it.